From a dataset of NCI-60 drug combinations with 297,098 pairs across 59 cell lines. Regression. Given two drug SMILES strings and cell line genomic features, predict the synergy score measuring deviation from expected non-interaction effect. (1) Drug 1: CC1OCC2C(O1)C(C(C(O2)OC3C4COC(=O)C4C(C5=CC6=C(C=C35)OCO6)C7=CC(=C(C(=C7)OC)O)OC)O)O. Drug 2: CN(CCCl)CCCl.Cl. Cell line: SNB-75. Synergy scores: CSS=16.3, Synergy_ZIP=-4.42, Synergy_Bliss=-0.549, Synergy_Loewe=-4.01, Synergy_HSA=-0.629. (2) Drug 1: C1=CC(=CC=C1C#N)C(C2=CC=C(C=C2)C#N)N3C=NC=N3. Drug 2: CC1=C2C(C(=O)C3(C(CC4C(C3C(C(C2(C)C)(CC1OC(=O)C(C(C5=CC=CC=C5)NC(=O)C6=CC=CC=C6)O)O)OC(=O)C7=CC=CC=C7)(CO4)OC(=O)C)O)C)OC(=O)C. Cell line: PC-3. Synergy scores: CSS=-4.66, Synergy_ZIP=2.31, Synergy_Bliss=2.61, Synergy_Loewe=-10.3, Synergy_HSA=-7.24. (3) Drug 1: CCC1=C2CN3C(=CC4=C(C3=O)COC(=O)C4(CC)O)C2=NC5=C1C=C(C=C5)O. Drug 2: CC1=C(N=C(N=C1N)C(CC(=O)N)NCC(C(=O)N)N)C(=O)NC(C(C2=CN=CN2)OC3C(C(C(C(O3)CO)O)O)OC4C(C(C(C(O4)CO)O)OC(=O)N)O)C(=O)NC(C)C(C(C)C(=O)NC(C(C)O)C(=O)NCCC5=NC(=CS5)C6=NC(=CS6)C(=O)NCCC[S+](C)C)O. Cell line: RPMI-8226. Synergy scores: CSS=26.6, Synergy_ZIP=-9.84, Synergy_Bliss=-0.210, Synergy_Loewe=0.498, Synergy_HSA=-0.229. (4) Drug 1: C1=CC(=CC=C1CCC2=CNC3=C2C(=O)NC(=N3)N)C(=O)NC(CCC(=O)O)C(=O)O. Drug 2: C1=CC=C(C(=C1)C(C2=CC=C(C=C2)Cl)C(Cl)Cl)Cl. Cell line: A498. Synergy scores: CSS=24.9, Synergy_ZIP=0.761, Synergy_Bliss=0.964, Synergy_Loewe=-11.9, Synergy_HSA=2.17. (5) Drug 1: C1CN1C2=NC(=NC(=N2)N3CC3)N4CC4. Drug 2: CC1CCCC2(C(O2)CC(NC(=O)CC(C(C(=O)C(C1O)C)(C)C)O)C(=CC3=CSC(=N3)C)C)C. Cell line: HCC-2998. Synergy scores: CSS=59.0, Synergy_ZIP=-5.23, Synergy_Bliss=-6.29, Synergy_Loewe=0.775, Synergy_HSA=2.72. (6) Drug 1: CC1=CC=C(C=C1)C2=CC(=NN2C3=CC=C(C=C3)S(=O)(=O)N)C(F)(F)F. Drug 2: C(CN)CNCCSP(=O)(O)O. Cell line: HCC-2998. Synergy scores: CSS=-2.04, Synergy_ZIP=-0.625, Synergy_Bliss=-1.34, Synergy_Loewe=-2.54, Synergy_HSA=-2.53. (7) Drug 1: CCCS(=O)(=O)NC1=C(C(=C(C=C1)F)C(=O)C2=CNC3=C2C=C(C=N3)C4=CC=C(C=C4)Cl)F. Drug 2: C1CCC(C(C1)N)N.C(=O)(C(=O)[O-])[O-].[Pt+4]. Cell line: IGROV1. Synergy scores: CSS=12.2, Synergy_ZIP=-3.01, Synergy_Bliss=-3.00, Synergy_Loewe=-30.6, Synergy_HSA=-2.79. (8) Drug 1: CC1=C(C=C(C=C1)C(=O)NC2=CC(=CC(=C2)C(F)(F)F)N3C=C(N=C3)C)NC4=NC=CC(=N4)C5=CN=CC=C5. Drug 2: C1=CC=C(C=C1)NC(=O)CCCCCCC(=O)NO. Cell line: BT-549. Synergy scores: CSS=6.42, Synergy_ZIP=-0.289, Synergy_Bliss=-1.75, Synergy_Loewe=-10.3, Synergy_HSA=-7.17.